From a dataset of Forward reaction prediction with 1.9M reactions from USPTO patents (1976-2016). Predict the product of the given reaction. (1) Given the reactants [CH:1]1([CH2:4][N:5]2[CH2:10][CH2:9][CH2:8][C:7]([C:18]3[CH:19]=[C:20]([OH:24])[CH:21]=[CH:22][CH:23]=3)([C:11]3[CH:16]=[CH:15][C:14]([CH3:17])=[CH:13][CH:12]=3)[CH2:6]2)[CH2:3][CH2:2]1.C(N(CC)CC)C.[C:32](Cl)(=[O:35])[CH2:33][CH3:34], predict the reaction product. The product is: [CH:1]1([CH2:4][N:5]2[CH2:10][CH2:9][CH2:8][C:7]([C:18]3[CH:19]=[C:20]([O:24][C:32](=[O:35])[CH2:33][CH3:34])[CH:21]=[CH:22][CH:23]=3)([C:11]3[CH:16]=[CH:15][C:14]([CH3:17])=[CH:13][CH:12]=3)[CH2:6]2)[CH2:3][CH2:2]1. (2) Given the reactants [N+:1]([C:4]1[CH:8]=[N:7][NH:6][C:5]=1[NH2:9])([O-:3])=[O:2].CN(C)[CH:12]=[CH:13][C:14]([C:16]1[CH:17]=[C:18]([N:22]([CH3:29])[S:23]([CH:26]([CH3:28])[CH3:27])(=[O:25])=[O:24])[CH:19]=[CH:20][CH:21]=1)=O.C(OCC)(=O)C, predict the reaction product. The product is: [N+:1]([C:4]1[CH:8]=[N:7][N:6]2[C:14]([C:16]3[CH:17]=[C:18]([N:22]([CH3:29])[S:23]([CH:26]([CH3:27])[CH3:28])(=[O:25])=[O:24])[CH:19]=[CH:20][CH:21]=3)=[CH:13][CH:12]=[N:9][C:5]=12)([O-:3])=[O:2]. (3) Given the reactants [C:1]1([C:3](=[CH:5][CH:6]=[CH:7][CH:8]=1)[OH:4])[OH:2].N1C=CC=CC=1.[S:15](Cl)(Cl)(=[O:17])=[O:16].[CH:20]([NH2:23])([CH3:22])[CH3:21].CCN(CC)CC, predict the reaction product. The product is: [OH:2][C:1]1[CH:8]=[CH:7][CH:6]=[CH:5][C:3]=1[O:4][S:15](=[O:17])(=[O:16])[NH:23][CH:20]([CH3:22])[CH3:21]. (4) Given the reactants Br[CH2:2][C:3]([N:5]1[CH2:9][CH2:8][CH2:7][CH2:6]1)=[O:4].[NH:10]1[CH:14]=[C:13]([B:15]2[O:23][C:20]([CH3:22])([CH3:21])[C:17]([CH3:19])([CH3:18])[O:16]2)[CH:12]=[N:11]1, predict the reaction product. The product is: [N:5]1([C:3](=[O:4])[CH2:2][N:11]2[CH:12]=[C:13]([B:15]3[O:16][C:17]([CH3:19])([CH3:18])[C:20]([CH3:22])([CH3:21])[O:23]3)[CH:14]=[N:10]2)[CH2:9][CH2:8][CH2:7][CH2:6]1. (5) Given the reactants [C:1]([C:3]1[CH:4]=[C:5]2[C:10](=[CH:11][C:12]=1[O-:13])[N:9]=[CH:8][CH:7]=[C:6]2[O:14][C:15]1[CH:20]=[CH:19][C:18]([NH:21][C:22]([NH:24][C:25]2[CH:30]=[CH:29][C:28]([O:31][CH3:32])=[CH:27][CH:26]=2)=[O:23])=[CH:17][CH:16]=1)#[N:2].[Na+].C(=O)([O-])[O-].[K+].[K+].[I-].[K+].Cl[CH2:43][CH2:44][CH2:45][C:46]1[CH:51]=[CH:50][N:49]=[CH:48][CH:47]=1, predict the reaction product. The product is: [C:1]([C:3]1[CH:4]=[C:5]2[C:10](=[CH:11][C:12]=1[O:13][CH2:43][CH2:44][CH2:45][C:46]1[CH:51]=[CH:50][N:49]=[CH:48][CH:47]=1)[N:9]=[CH:8][CH:7]=[C:6]2[O:14][C:15]1[CH:20]=[CH:19][C:18]([NH:21][C:22]([NH:24][C:25]2[CH:26]=[CH:27][C:28]([O:31][CH3:32])=[CH:29][CH:30]=2)=[O:23])=[CH:17][CH:16]=1)#[N:2].